Dataset: NCI-60 drug combinations with 297,098 pairs across 59 cell lines. Task: Regression. Given two drug SMILES strings and cell line genomic features, predict the synergy score measuring deviation from expected non-interaction effect. (1) Drug 1: C1=NC2=C(N1)C(=S)N=C(N2)N. Drug 2: CN1C2=C(C=C(C=C2)N(CCCl)CCCl)N=C1CCCC(=O)O.Cl. Cell line: OVCAR-8. Synergy scores: CSS=21.7, Synergy_ZIP=-2.32, Synergy_Bliss=-4.86, Synergy_Loewe=-25.3, Synergy_HSA=-4.43. (2) Drug 1: C1=NC(=NC(=O)N1C2C(C(C(O2)CO)O)O)N. Drug 2: C(CN)CNCCSP(=O)(O)O. Cell line: U251. Synergy scores: CSS=23.9, Synergy_ZIP=-0.896, Synergy_Bliss=2.76, Synergy_Loewe=-34.7, Synergy_HSA=-0.551. (3) Drug 1: C1CC(=O)NC(=O)C1N2CC3=C(C2=O)C=CC=C3N. Cell line: M14. Drug 2: CC1=C(C(CCC1)(C)C)C=CC(=CC=CC(=CC(=O)O)C)C. Synergy scores: CSS=-2.97, Synergy_ZIP=-0.330, Synergy_Bliss=-3.53, Synergy_Loewe=-3.95, Synergy_HSA=-4.54. (4) Drug 1: CN1C2=C(C=C(C=C2)N(CCCl)CCCl)N=C1CCCC(=O)O.Cl. Drug 2: C1CCC(C(C1)N)N.C(=O)(C(=O)[O-])[O-].[Pt+4]. Cell line: RXF 393. Synergy scores: CSS=-4.64, Synergy_ZIP=1.58, Synergy_Bliss=-0.148, Synergy_Loewe=-2.36, Synergy_HSA=-4.02. (5) Drug 1: CNC(=O)C1=CC=CC=C1SC2=CC3=C(C=C2)C(=NN3)C=CC4=CC=CC=N4. Drug 2: CS(=O)(=O)C1=CC(=C(C=C1)C(=O)NC2=CC(=C(C=C2)Cl)C3=CC=CC=N3)Cl. Cell line: IGROV1. Synergy scores: CSS=2.99, Synergy_ZIP=-0.308, Synergy_Bliss=1.95, Synergy_Loewe=1.15, Synergy_HSA=1.33.